This data is from Forward reaction prediction with 1.9M reactions from USPTO patents (1976-2016). The task is: Predict the product of the given reaction. (1) The product is: [CH3:1][O:2][CH2:3][O:5][C:6]1[CH:7]=[C:8]([CH:18]=[O:19])[CH:9]=[C:10]2[C:15]=1[O:14][C:13]([CH3:16])([CH3:17])[CH:12]=[CH:11]2. Given the reactants [CH3:1][O:2][CH2:3]Cl.[OH:5][C:6]1[CH:7]=[C:8]([CH:18]=[O:19])[CH:9]=[C:10]2[C:15]=1[O:14][C:13]([CH3:17])([CH3:16])[CH:12]=[CH:11]2.C(N(CC)C(C)C)(C)C, predict the reaction product. (2) Given the reactants C(O)C.[NH:4]1[C:12]2[C:7](=[CH:8][C:9]([S:13][C:14]#N)=[CH:10][CH:11]=2)[CH2:6][CH2:5]1.O.O.O.O.O.O.O.O.O.[S-2].[Na+].[Na+].[CH2:28](I)[CH:29](C)[CH3:30], predict the reaction product. The product is: [CH2:14]([S:13][C:9]1[CH:8]=[C:7]2[C:12](=[CH:11][CH:10]=1)[NH:4][CH2:5][CH2:6]2)[CH:29]([CH3:30])[CH3:28]. (3) Given the reactants [C:1]1(C)[C:2]([S:7]([CH2:10][N+:11]#[C-:12])(=[O:9])=[O:8])=[CH:3][CH:4]=[CH:5][CH:6]=1.[H-].[Na+].Br[C:17]([CH3:19])=[CH2:18].[CH3:20]S(C)=O, predict the reaction product. The product is: [N+:11]([CH:10]([S:7]([C:2]1[CH:1]=[CH:6][C:5]([CH3:20])=[CH:4][CH:3]=1)(=[O:8])=[O:9])[CH:17]([CH3:19])[CH3:18])#[C-:12].